From a dataset of Forward reaction prediction with 1.9M reactions from USPTO patents (1976-2016). Predict the product of the given reaction. (1) Given the reactants CS([C:5]1[N:10]=[C:9]([C:11]2[C:12]([O:17][C:18]3[CH:23]=[CH:22][C:21]([NH:24][C:25]4[C:34]5[C:29](=[CH:30][CH:31]=[CH:32][CH:33]=5)[C:28]([C:35]5[CH:40]=[CH:39][CH:38]=[CH:37][CH:36]=5)=[N:27][N:26]=4)=[CH:20][CH:19]=3)=[N:13][CH:14]=[CH:15][CH:16]=2)[CH:8]=[CH:7][N:6]=1)(=O)=O.[CH3:41][N:42]([CH3:49])[CH2:43][C:44]([CH3:48])([CH3:47])[CH2:45][NH2:46], predict the reaction product. The product is: [CH3:41][N:42]([CH3:49])[CH2:43][C:44]([CH3:48])([CH3:47])[CH2:45][NH:46][C:5]1[N:10]=[C:9]([C:11]2[C:12]([O:17][C:18]3[CH:23]=[CH:22][C:21]([NH:24][C:25]4[C:40]5[C:35](=[CH:36][CH:37]=[CH:38][CH:39]=5)[C:28]([C:29]5[CH:34]=[CH:33][CH:32]=[CH:31][CH:30]=5)=[N:27][N:26]=4)=[CH:20][CH:19]=3)=[N:13][CH:14]=[CH:15][CH:16]=2)[CH:8]=[CH:7][N:6]=1. (2) Given the reactants [CH3:1][CH:2]([CH3:8])[CH2:3][CH2:4][C:5]([OH:7])=O.[NH:9]1[CH2:14][CH2:13][CH2:12][CH2:11][CH2:10]1.C1C=CC2N(O)N=NC=2C=1.CCN=C=NCCCN(C)C.Cl, predict the reaction product. The product is: [CH3:8][CH:2]([CH3:1])[CH2:3][CH2:4][C:5]([N:9]1[CH2:14][CH2:13][CH2:12][CH2:11][CH2:10]1)=[O:7]. (3) The product is: [SH:2][CH2:12][CH2:13][CH2:14][CH2:15][CH2:16][CH2:17][CH2:18][CH2:19][CH2:20][CH2:21][CH2:22][CH2:23][CH2:24][CH2:25][CH2:26][C:27]([OH:29])=[O:28]. Given the reactants [Na].[S:2]1C=CC=C1CC(O)=O.Br[CH2:12][CH2:13][CH2:14][CH2:15][CH2:16][CH2:17][CH2:18][CH2:19][CH2:20][CH2:21][CH2:22][CH2:23][CH2:24][CH2:25][CH2:26][C:27]([OH:29])=[O:28].[OH-].[Na+].Cl, predict the reaction product. (4) Given the reactants [H-].[Na+].[OH:3][C:4]1[CH:9]=[C:8]([CH3:10])[CH:7]=[CH:6][C:5]=1[N+:11]([O-:13])=[O:12].I[CH2:15][CH3:16], predict the reaction product. The product is: [CH2:15]([O:3][C:4]1[CH:9]=[C:8]([CH3:10])[CH:7]=[CH:6][C:5]=1[N+:11]([O-:13])=[O:12])[CH3:16]. (5) Given the reactants [Cl:1][C:2]1[CH:28]=[CH:27][C:5]2[C:6](=[O:26])[N:7]=[C:8]([C:10]3[N:15]=[C:14]([CH2:16][CH2:17][C:18]([O:20]C(C)(C)C)=[O:19])[CH:13]=[C:12]([CH3:25])[CH:11]=3)[S:9][C:4]=2[CH:3]=1, predict the reaction product. The product is: [Cl:1][C:2]1[CH:28]=[CH:27][C:5]2[C:6](=[O:26])[N:7]=[C:8]([C:10]3[N:15]=[C:14]([CH2:16][CH2:17][C:18]([OH:20])=[O:19])[CH:13]=[C:12]([CH3:25])[CH:11]=3)[S:9][C:4]=2[CH:3]=1.